From a dataset of M1 muscarinic receptor antagonist screen with 61,756 compounds. Binary Classification. Given a drug SMILES string, predict its activity (active/inactive) in a high-throughput screening assay against a specified biological target. (1) The drug is s1c(c2onc(n2)c2c(OC)nc(c3ccccc3)cc2)ccc1. The result is 0 (inactive). (2) The molecule is s1c(cc2c(n3ncc(c3/N=C\N(C)C)C#N)ncnc12)c1ccccc1. The result is 0 (inactive). (3) The drug is S(=O)(=O)(N1CCCCC1)c1sc(c(c1C(OC)=O)C)C(OC)=O. The result is 1 (active).